This data is from Forward reaction prediction with 1.9M reactions from USPTO patents (1976-2016). The task is: Predict the product of the given reaction. (1) Given the reactants [F:1][C:2]1[CH:7]=[CH:6][C:5]([C:8]2[N:9]=[C:10]3[CH2:15][CH2:14][CH2:13][CH2:12][N:11]3[C:16]=2[C:17]2[CH:18]=[CH:19][C:20]3[N:21]([CH:23]=[C:24]([NH:26]C(=O)C)[N:25]=3)[N:22]=2)=[CH:4][CH:3]=1.Cl.O1CCOCC1, predict the reaction product. The product is: [F:1][C:2]1[CH:3]=[CH:4][C:5]([C:8]2[N:9]=[C:10]3[CH2:15][CH2:14][CH2:13][CH2:12][N:11]3[C:16]=2[C:17]2[CH:18]=[CH:19][C:20]3[N:21]([CH:23]=[C:24]([NH2:26])[N:25]=3)[N:22]=2)=[CH:6][CH:7]=1. (2) Given the reactants [F:1][C:2]1[CH:3]=[C:4]([CH:7]=[CH:8][C:9]=1[F:10])[CH:5]=O.[CH2:11]1[CH2:20][O:19][C:13]2([CH2:18][CH2:17][NH:16][CH2:15][CH2:14]2)[O:12]1.C(O[BH-](OC(=O)C)OC(=O)C)(=O)C.[Na+].C(O)(=O)C, predict the reaction product. The product is: [F:1][C:2]1[CH:3]=[C:4]([CH:7]=[CH:8][C:9]=1[F:10])[CH2:5][N:16]1[CH2:17][CH2:18][C:13]2([O:19][CH2:20][CH2:11][O:12]2)[CH2:14][CH2:15]1. (3) Given the reactants OC1C=C2C(CCC2=O)=CC=1OC.Cl.[N+](C1C=CC(CNO)=CC=1)([O-])=O.N1C=CC=CC=1.[N+:33]([C:36]1[CH:58]=[CH:57][C:39]([CH2:40][O:41]/[N:42]=[C:43]2\[CH2:44]C[CH2:46][C:47]3[C:52]\2=[CH:51][C:50]([O:53]C)=[C:49]([O:55][CH3:56])[CH:48]=3)=[CH:38][CH:37]=1)([O-:35])=[O:34], predict the reaction product. The product is: [N+:33]([C:36]1[CH:58]=[CH:57][C:39]([CH2:40][O:41]/[N:42]=[C:43]2\[CH2:44][CH2:46][C:47]3[C:52]\2=[CH:51][C:50]([OH:53])=[C:49]([O:55][CH3:56])[CH:48]=3)=[CH:38][CH:37]=1)([O-:35])=[O:34]. (4) Given the reactants C[O-].[Na+].[NH:4]1[CH:11]=[CH:10][C:8](=[S:9])[NH:7][C:5]1=[O:6].Br[CH2:13][C:14]1[CH:19]=[CH:18][C:17]([Cl:20])=[CH:16][CH:15]=1, predict the reaction product. The product is: [Cl:20][C:17]1[CH:18]=[CH:19][C:14]([CH2:13][S:9][C:8]2[CH:10]=[CH:11][NH:4][C:5](=[O:6])[N:7]=2)=[CH:15][CH:16]=1. (5) Given the reactants [CH2:1]([O:3][C:4](=[O:18])[C:5]1[CH:10]=[CH:9][C:8]([CH:11]=O)=[C:7]([O:13][C:14]([F:17])([F:16])[F:15])[CH:6]=1)[CH3:2].[C:19]([O:23][C:24](=[O:32])[NH:25][C@@H:26]1[CH2:31][CH2:30][CH2:29][NH:28][CH2:27]1)([CH3:22])([CH3:21])[CH3:20], predict the reaction product. The product is: [CH2:1]([O:3][C:4](=[O:18])[C:5]1[CH:10]=[CH:9][C:8]([CH2:11][N:28]2[CH2:29][CH2:30][CH2:31][C@@H:26]([NH:25][C:24]([O:23][C:19]([CH3:22])([CH3:21])[CH3:20])=[O:32])[CH2:27]2)=[C:7]([O:13][C:14]([F:17])([F:16])[F:15])[CH:6]=1)[CH3:2]. (6) Given the reactants [NH2:1][C:2]1[C:10]([CH3:11])=[CH:9][C:8]([CH:12]=O)=[CH:7][C:3]=1[C:4]([OH:6])=[O:5].Cl.C[NH:16][OH:17].[C:18](O)(=O)C, predict the reaction product. The product is: [NH2:1][C:2]1[C:10]([CH3:11])=[CH:9][C:8](/[CH:12]=[N:16]/[O:17][CH3:18])=[CH:7][C:3]=1[C:4]([OH:6])=[O:5].